From a dataset of Full USPTO retrosynthesis dataset with 1.9M reactions from patents (1976-2016). Predict the reactants needed to synthesize the given product. The reactants are: [Cl:1][C:2]1[CH:10]=[CH:9][C:5]([C:6](Cl)=[O:7])=[CH:4][C:3]=1[N+:11]([O-:13])=[O:12].[NH2:14][C:15]1[CH:20]=[CH:19][C:18]([Cl:21])=[CH:17][N:16]=1.C(N(CC)C(C)C)(C)C. Given the product [Cl:1][C:2]1[CH:10]=[CH:9][C:5]([C:6]([NH:14][C:15]2[CH:20]=[CH:19][C:18]([Cl:21])=[CH:17][N:16]=2)=[O:7])=[CH:4][C:3]=1[N+:11]([O-:13])=[O:12], predict the reactants needed to synthesize it.